From a dataset of Forward reaction prediction with 1.9M reactions from USPTO patents (1976-2016). Predict the product of the given reaction. (1) The product is: [CH2:1]([N:5]([CH2:6][C:7]1[S:8][C:9]([C:12]2[CH:17]=[CH:16][CH:15]=[C:14]([S:18]([CH3:21])(=[O:20])=[O:19])[CH:13]=2)=[CH:10][CH:11]=1)[S:23]([CH3:22])(=[O:25])=[O:24])[CH:2]([CH3:4])[CH3:3]. Given the reactants [CH2:1]([NH:5][CH2:6][C:7]1[S:8][C:9]([C:12]2[CH:17]=[CH:16][CH:15]=[C:14]([S:18]([CH3:21])(=[O:20])=[O:19])[CH:13]=2)=[CH:10][CH:11]=1)[CH:2]([CH3:4])[CH3:3].[CH3:22][S:23](Cl)(=[O:25])=[O:24].C(N(CC)C(C)C)(C)C, predict the reaction product. (2) Given the reactants CC1(C)C(C)(C)OB([C:9]2[CH:26]=[CH:25][C:12]3[CH2:13][CH2:14][N:15]([C:18]([O:20][C:21]([CH3:24])([CH3:23])[CH3:22])=[O:19])[CH2:16][CH2:17][C:11]=3[CH:10]=2)O1.Br[C:29]1[CH:30]=[C:31]([CH:36]=[CH:37][CH:38]=1)[C:32]([NH:34][CH3:35])=[O:33], predict the reaction product. The product is: [CH3:35][NH:34][C:32]([C:31]1[CH:30]=[C:29]([C:9]2[CH:26]=[CH:25][C:12]3[CH2:13][CH2:14][N:15]([C:18]([O:20][C:21]([CH3:22])([CH3:23])[CH3:24])=[O:19])[CH2:16][CH2:17][C:11]=3[CH:10]=2)[CH:38]=[CH:37][CH:36]=1)=[O:33]. (3) Given the reactants [CH3:1][N:2]1[C:6]([C:7]2[CH:12]=[C:11]([C:13]([F:16])([F:15])[F:14])[CH:10]=[CH:9][C:8]=2B2OC(C)(C)C(C)(C)O2)=[CH:5][CH:4]=[N:3]1.Br[C:27]1[CH:36]=[CH:35][CH:34]=[C:33]2[C:28]=1[CH2:29][CH2:30][N:31]([S:37]([NH:40][C:41]1[S:42][CH:43]=[CH:44][N:45]=1)(=[O:39])=[O:38])[CH2:32]2.P([O-])([O-])([O-])=O.[K+].[K+].[K+], predict the reaction product. The product is: [CH3:1][N:2]1[C:6]([C:7]2[CH:12]=[C:11]([C:13]([F:14])([F:15])[F:16])[CH:10]=[CH:9][C:8]=2[C:27]2[CH:36]=[CH:35][CH:34]=[C:33]3[C:28]=2[CH2:29][CH2:30][N:31]([S:37]([NH:40][C:41]2[S:42][CH:43]=[CH:44][N:45]=2)(=[O:39])=[O:38])[CH2:32]3)=[CH:5][CH:4]=[N:3]1. (4) Given the reactants [CH2:1]([NH:3][C:4]1[CH:9]=[C:8]([O:10][CH3:11])[C:7]([O:12][CH3:13])=[CH:6][C:5]=1[CH:14]1[CH2:23][CH2:22][C:21]2[CH:20]=[C:19]([O:24]C(=O)C(C)(C)C)[CH:18]=[CH:17][C:16]=2[CH2:15]1)[CH3:2].Cl.[N:32]1([CH2:39][CH2:40][C:41]2[CH:42]=[CH:43][C:44]([C:47](Cl)=O)=[N:45][CH:46]=2)[CH2:38][CH2:37][CH2:36][CH2:35][CH2:34][CH2:33]1, predict the reaction product. The product is: [N:32]1([CH2:39][CH2:40][C:41]2[CH:42]=[CH:43][C:44]([CH2:47][N:3]([CH2:1][CH3:2])[C:4]3[CH:9]=[C:8]([O:10][CH3:11])[C:7]([O:12][CH3:13])=[CH:6][C:5]=3[CH:14]3[CH2:23][CH2:22][C:21]4[CH:20]=[C:19]([OH:24])[CH:18]=[CH:17][C:16]=4[CH2:15]3)=[N:45][CH:46]=2)[CH2:33][CH2:34][CH2:35][CH2:36][CH2:37][CH2:38]1. (5) Given the reactants [CH2:1]([O:3][C:4]([CH:6]1[CH2:8][CH:7]1[CH:9]([C:11]1[CH:12]=[C:13]2[C:17](=[CH:18][CH:19]=1)[NH:16][CH:15]=[C:14]2[C:20]#[N:21])O)=[O:5])[CH3:2].FC(F)(F)C(O)=O.C([SiH](CC)CC)C, predict the reaction product. The product is: [CH2:1]([O:3][C:4]([CH:6]1[CH2:8][CH:7]1[CH2:9][C:11]1[CH:12]=[C:13]2[C:17](=[CH:18][CH:19]=1)[NH:16][CH:15]=[C:14]2[C:20]#[N:21])=[O:5])[CH3:2]. (6) Given the reactants [CH3:1][C:2]1[C:10]2[C:5](=[N:6][CH:7]=[N:8][C:9]=2[NH2:11])[N:4]([C@H:12]2[CH2:17][CH2:16][C@@H:15]([N:18]3[CH2:23][CH2:22][N:21]([CH3:24])[CH2:20][CH2:19]3)[CH2:14][CH2:13]2)[N:3]=1.[CH:25]([C:27]1[CH:32]=[CH:31]C(B(O)O)=[CH:29][CH:28]=1)=[O:26].C(=O)([O-])[O-].[Na+].[Na+].COCCOC, predict the reaction product. The product is: [NH2:11][C:9]1[N:8]=[CH:7][N:6]=[C:5]2[N:4]([CH:12]3[CH2:17][CH2:16][CH:15]([N:18]4[CH2:19][CH2:20][N:21]([CH3:24])[CH2:22][CH2:23]4)[CH2:14][CH2:13]3)[N:3]=[C:2]([C:1]3[CH:31]=[CH:32][C:27]([CH:25]=[O:26])=[CH:28][CH:29]=3)[C:10]=12. (7) Given the reactants CO[C:3]1[C:10]([C:11]2[CH:16]=[CH:15][CH:14]=[CH:13][C:12]=2C)=[CH:9][CH:8]=[CH:7][C:4]=1[CH:5]=O.[NH2:18][C:19]1[C:28]([NH2:29])=[CH:27][CH:26]=[C:25]2[C:20]=1[C:21]([OH:33])=[CH:22][C:23]([C:30]([OH:32])=[O:31])=[CH:24]2.Cl.Cl.N[C:37]1[CH:38]=[C:38](S(O)(=O)=O)[C:37]2[C:45]([C:46]=1N)=C(O)C=[CH:45][CH:46]=2, predict the reaction product. The product is: [CH2:38]([C:14]1[CH:13]=[CH:12][C:11]([C:10]2[CH:9]=[CH:8][CH:7]=[C:4]([C:5]3[NH:29][C:28]4[CH:27]=[CH:26][C:25]5[C:20](=[C:21]([OH:33])[CH:22]=[C:23]([C:30]([OH:32])=[O:31])[CH:24]=5)[C:19]=4[N:18]=3)[CH:3]=2)=[CH:16][CH:15]=1)[CH2:37][CH2:46][CH3:45]. (8) Given the reactants [Cl:1][C:2]1[CH:7]=[C:6]([C:8]([O-])=[O:9])[CH:5]=[CH:4][C:3]=1[C:11]([O:13][CH3:14])=[O:12].O.C(OCC)(=O)C, predict the reaction product. The product is: [Cl:1][C:2]1[CH:7]=[C:6]([CH2:8][OH:9])[CH:5]=[CH:4][C:3]=1[C:11]([O:13][CH3:14])=[O:12].